Dataset: Forward reaction prediction with 1.9M reactions from USPTO patents (1976-2016). Task: Predict the product of the given reaction. Given the reactants Br[C:2]1[C:3]([NH2:9])=[N:4][CH:5]=[C:6]([Br:8])[CH:7]=1.[F:10][C:11]1[CH:16]=[C:15]([F:17])[CH:14]=[CH:13][C:12]=1B(O)O.[O-]P([O-])([O-])=O.[K+].[K+].[K+].C(O)C, predict the reaction product. The product is: [Br:8][C:6]1[CH:7]=[C:2]([C:14]2[CH:13]=[CH:12][C:11]([F:10])=[CH:16][C:15]=2[F:17])[C:3]([NH2:9])=[N:4][CH:5]=1.